From a dataset of Forward reaction prediction with 1.9M reactions from USPTO patents (1976-2016). Predict the product of the given reaction. (1) Given the reactants C([O:3][C:4](=[O:17])[C:5]([CH3:16])([S:7]([CH:10]1[CH2:15][CH2:14][O:13][CH2:12][CH2:11]1)(=[O:9])=[O:8])[CH3:6])C.[OH-].[Na+], predict the reaction product. The product is: [CH3:16][C:5]([S:7]([CH:10]1[CH2:11][CH2:12][O:13][CH2:14][CH2:15]1)(=[O:8])=[O:9])([CH3:6])[C:4]([OH:17])=[O:3]. (2) Given the reactants [F:1][C:2]1[CH:3]=[C:4]2[C:9](=[CH:10][CH:11]=1)[N:8]=[C:7]([O:12][CH3:13])[C:6]([NH:14][C:15](=[O:19])OCC)=[N:5]2.[F:20][C:21]1[CH:26]=[CH:25][C:24]([N:27]2[CH2:32][CH2:31][NH:30][CH2:29][CH2:28]2)=[CH:23][CH:22]=1, predict the reaction product. The product is: [F:1][C:2]1[CH:3]=[C:4]2[C:9](=[CH:10][CH:11]=1)[N:8]=[C:7]([O:12][CH3:13])[C:6]([NH:14][C:15]([N:30]1[CH2:29][CH2:28][N:27]([C:24]3[CH:23]=[CH:22][C:21]([F:20])=[CH:26][CH:25]=3)[CH2:32][CH2:31]1)=[O:19])=[N:5]2.